This data is from Reaction yield outcomes from USPTO patents with 853,638 reactions. The task is: Predict the reaction yield, written as a fraction of the theoretical maximum amount of product (1.0 means a 100% yield; for example, 0.34 means a 34% yield). (1) The reactants are C[O:2][C:3]([C:5]1[S:9][CH:8]=[N:7][C:6]=1[S:10][CH2:11][CH2:12][C:13]([F:22])([F:21])[C:14]1[CH:19]=[CH:18][C:17]([F:20])=[CH:16][CH:15]=1)=[O:4].[OH-].[K+].CCO. The catalyst is CCO.O. The product is [F:22][C:13]([F:21])([C:14]1[CH:19]=[CH:18][C:17]([F:20])=[CH:16][CH:15]=1)[CH2:12][CH2:11][S:10][C:6]1[N:7]=[CH:8][S:9][C:5]=1[C:3]([OH:4])=[O:2]. The yield is 0.830. (2) The reactants are [CH2:1]([O:8][CH2:9][CH:10]1[CH2:15][CH2:14][CH:13]([CH:16]=[O:17])[CH2:12][CH2:11]1)[C:2]1[CH:7]=[CH:6][CH:5]=[CH:4][CH:3]=1.[O-]Cl.[Na+].[CH3:21][OH:22]. The catalyst is C(O)(=O)C. The product is [CH3:21][O:22][C:16]([CH:13]1[CH2:12][CH2:11][CH:10]([CH2:9][O:8][CH2:1][C:2]2[CH:3]=[CH:4][CH:5]=[CH:6][CH:7]=2)[CH2:15][CH2:14]1)=[O:17]. The yield is 0.650. (3) The reactants are Br[CH2:2][C:3]([C:5]1[C:13]2[C:8](=[N:9][CH:10]=[C:11]([Br:14])[CH:12]=2)[NH:7][CH:6]=1)=O.[NH2:15][C:16]([NH2:18])=[S:17]. The catalyst is C(O)C. The product is [Br:14][C:11]1[CH:12]=[C:13]2[C:5]([C:3]3[S:17][C:16]([NH2:18])=[N:15][CH:2]=3)=[CH:6][NH:7][C:8]2=[N:9][CH:10]=1. The yield is 0.240. (4) The reactants are [C:1]([C:3]1[C:4]([C:9]2[CH:14]=[CH:13][CH:12]=[CH:11][CH:10]=2)=[N:5][O:6][C:7]=1[CH3:8])#[CH:2].I[C:16]1[N:17]([CH3:21])[CH:18]=[CH:19][N:20]=1. No catalyst specified. The product is [CH3:8][C:7]1[O:6][N:5]=[C:4]([C:9]2[CH:14]=[CH:13][CH:12]=[CH:11][CH:10]=2)[C:3]=1[C:1]#[C:2][C:16]1[N:17]([CH3:21])[CH:18]=[CH:19][N:20]=1. The yield is 0.300. (5) The reactants are [NH:1]1[CH2:6][CH2:5][NH:4][CH2:3][CH2:2]1.Br[CH2:8][C:9]#[C:10][C:11]1[CH:16]=[CH:15][CH:14]=[CH:13][CH:12]=1. The catalyst is C1COCC1. The product is [C:11]1([C:10]#[C:9][CH2:8][N:1]2[CH2:6][CH2:5][NH:4][CH2:3][CH2:2]2)[CH:16]=[CH:15][CH:14]=[CH:13][CH:12]=1. The yield is 0.710.